This data is from HIV replication inhibition screening data with 41,000+ compounds from the AIDS Antiviral Screen. The task is: Binary Classification. Given a drug SMILES string, predict its activity (active/inactive) in a high-throughput screening assay against a specified biological target. The drug is C=C(C)C(OC(C)=O)C(OC(C)=O)c1c(OC)ccc2ccc(=O)oc12. The result is 0 (inactive).